This data is from Catalyst prediction with 721,799 reactions and 888 catalyst types from USPTO. The task is: Predict which catalyst facilitates the given reaction. (1) Reactant: Br[C:2]1[CH:7]=[C:6]([C:8]([F:11])([F:10])[F:9])[C:5]([NH2:12])=[C:4]([N+:13]([O-:15])=[O:14])[CH:3]=1.[Cl:16][C:17]1[CH:22]=[CH:21][CH:20]=[CH:19][C:18]=1B(O)O.C(Cl)Cl. Product: [Cl:16][C:17]1[CH:22]=[CH:21][CH:20]=[CH:19][C:18]=1[C:2]1[CH:3]=[C:4]([N+:13]([O-:15])=[O:14])[C:5]([NH2:12])=[C:6]([C:8]([F:11])([F:10])[F:9])[CH:7]=1. The catalyst class is: 140. (2) Reactant: [CH2:1]([O:3][C:4](=[O:17])[NH:5][C:6]1[C:11]([N+:12]([O-:14])=[O:13])=[CH:10][C:9]([NH2:15])=[CH:8][C:7]=1[CH3:16])[CH3:2].[F:18][C:19]([F:29])([F:28])[C:20]1[CH:27]=[CH:26][C:23]([CH:24]=O)=[CH:22][CH:21]=1.O. The catalyst class is: 8. Product: [CH2:1]([O:3][C:4](=[O:17])[NH:5][C:6]1[C:11]([N+:12]([O-:14])=[O:13])=[CH:10][C:9]([NH:15][CH2:24][C:23]2[CH:22]=[CH:21][C:20]([C:19]([F:18])([F:28])[F:29])=[CH:27][CH:26]=2)=[CH:8][C:7]=1[CH3:16])[CH3:2]. (3) Reactant: [NH2:1][C@H:2]1[CH2:7][CH2:6][C@H:5]([OH:8])[CH2:4][CH2:3]1.C([O-])([O-])=O.[Cs+].[Cs+].Cl[CH2:16][CH2:17][C:18]1[CH:23]=[CH:22][C:21]([O:24][CH3:25])=[CH:20][CH:19]=1. Product: [CH3:25][O:24][C:21]1[CH:22]=[CH:23][C:18]([CH2:17][CH2:16][NH:1][C@H:2]2[CH2:7][CH2:6][C@H:5]([OH:8])[CH2:4][CH2:3]2)=[CH:19][CH:20]=1. The catalyst class is: 3. (4) Reactant: [C:1]([C@H:5]1[CH2:22][CH2:21][C@@:20]2([CH3:23])[C:7](=[CH:8][C:9](=[O:25])[C@@H:10]3[C@@H:19]2[CH2:18][CH2:17][C@@:15]2([CH3:16])[C@H:11]3[CH2:12][CH2:13][C:14]2=[O:24])[CH2:6]1)([O:3][CH3:4])=[O:2].[BH4-].[Na+]. Product: [C:1]([C@H:5]1[CH2:22][CH2:21][C@@:20]2([CH3:23])[C:7](=[CH:8][CH:9]([OH:25])[C@@H:10]3[C@@H:19]2[CH2:18][CH2:17][C@@:15]2([CH3:16])[C@H:11]3[CH2:12][CH2:13][C@@H:14]2[OH:24])[CH2:6]1)([O:3][CH3:4])=[O:2]. The catalyst class is: 98. (5) Reactant: CS[C:3](=[C:17]([C:20]#[N:21])[C:18]#[N:19])[N:4]1[CH2:9][CH2:8][CH:7]([CH2:10][N:11]2[CH2:16][CH2:15][CH2:14][CH2:13][CH2:12]2)[CH2:6][CH2:5]1.[NH2:22][CH2:23][CH2:24][CH2:25][N:26]1[CH2:31][CH2:30][CH2:29][CH2:28][CH2:27]1. Product: [N:11]1([CH2:10][CH:7]2[CH2:8][CH2:9][N:4]([C:3](=[C:17]([C:20]#[N:21])[C:18]#[N:19])[NH:22][CH2:23][CH2:24][CH2:25][N:26]3[CH2:31][CH2:30][CH2:29][CH2:28][CH2:27]3)[CH2:5][CH2:6]2)[CH2:16][CH2:15][CH2:14][CH2:13][CH2:12]1. The catalyst class is: 823. (6) Reactant: [NH2:1][C:2]1[CH:7]=[C:6]([O:8][C:9]2[CH:10]=[C:11]([CH:17]=[CH:18][C:19]=2[Cl:20])[C:12]([O:14][CH2:15][CH3:16])=[O:13])[CH:5]=[CH:4][N:3]=1.[Br:21]Br. Product: [NH2:1][C:2]1[CH:7]=[C:6]([O:8][C:9]2[CH:10]=[C:11]([CH:17]=[CH:18][C:19]=2[Cl:20])[C:12]([O:14][CH2:15][CH3:16])=[O:13])[C:5]([Br:21])=[CH:4][N:3]=1. The catalyst class is: 15. (7) Reactant: CO.C([O:10][C:11]1[C:12]([CH3:27])=[C:13]([CH3:26])[C:14]([NH:18][C:19]2[CH:24]=[CH:23][C:22]([Br:25])=[CH:21][CH:20]=2)=[N:15][C:16]=1[CH3:17])C1C=CC=CC=1. Product: [CH3:17][C:16]1[C:11]([OH:10])=[C:12]([CH3:27])[C:13]([CH3:26])=[C:14]([NH:18][C:19]2[CH:24]=[CH:23][CH:22]=[CH:21][CH:20]=2)[N:15]=1.[BrH:25]. The catalyst class is: 354. (8) Reactant: [Cl:1][C:2]1[CH:9]=[CH:8][C:5]([CH2:6][OH:7])=[C:4]([O:10][CH3:11])[CH:3]=1.C(=O)(O)[O-].[Na+].II.CC1(C)N([O])C(C)(C)CCC1. Product: [Cl:1][C:2]1[CH:9]=[CH:8][C:5]([CH:6]=[O:7])=[C:4]([O:10][CH3:11])[CH:3]=1. The catalyst class is: 93.